Dataset: Forward reaction prediction with 1.9M reactions from USPTO patents (1976-2016). Task: Predict the product of the given reaction. (1) Given the reactants [CH3:1][NH:2][C:3](=[O:13])[C:4]1[CH:9]=[CH:8][CH:7]=[C:6]([CH:10]=O)[C:5]=1[OH:12].C1(C)C=CC(C2C(C([NH:28][NH2:29])=O)=CC=CC=2)=CC=1.[C:31]1([CH3:41])[CH:36]=[CH:35][C:34](S(O)(=O)=O)=[CH:33][CH:32]=1, predict the reaction product. The product is: [CH3:1][NH:2][C:3](=[O:13])[C:4]1[CH:9]=[CH:8][CH:7]=[C:6]([CH:10]=[N:28][NH:29][C:34]2[CH:35]=[CH:36][C:31]([CH3:41])=[CH:32][CH:33]=2)[C:5]=1[OH:12]. (2) Given the reactants [CH2:1]([O:8][C@H:9]1[C@H:14]([O:15][CH2:16][C:17]2[CH:22]=[CH:21][CH:20]=[CH:19][CH:18]=2)[C@@H:13]([O:23][CH2:24][C:25]2[CH:30]=[CH:29][CH:28]=[CH:27][CH:26]=2)[C@@:12]([C:33]2[CH:38]=[CH:37][C:36]([Cl:39])=[C:35]([CH2:40][C:41]3[CH:46]=[CH:45][C:44]([O:47][C:48]([F:51])([F:50])[F:49])=[CH:43][CH:42]=3)[CH:34]=2)([O:31][CH3:32])[O:11][C@@:10]1([CH2:54][OH:55])[CH:52]=[O:53])[C:2]1[CH:7]=[CH:6][CH:5]=[CH:4][CH:3]=1.[BH4-].[Na+], predict the reaction product. The product is: [CH2:1]([O:8][C@H:9]1[C@H:14]([O:15][CH2:16][C:17]2[CH:18]=[CH:19][CH:20]=[CH:21][CH:22]=2)[C@@H:13]([O:23][CH2:24][C:25]2[CH:26]=[CH:27][CH:28]=[CH:29][CH:30]=2)[C@@:12]([C:33]2[CH:38]=[CH:37][C:36]([Cl:39])=[C:35]([CH2:40][C:41]3[CH:42]=[CH:43][C:44]([O:47][C:48]([F:51])([F:50])[F:49])=[CH:45][CH:46]=3)[CH:34]=2)([O:31][CH3:32])[O:11][C:10]1([CH2:54][OH:55])[CH2:52][OH:53])[C:2]1[CH:3]=[CH:4][CH:5]=[CH:6][CH:7]=1. (3) Given the reactants [H-].C([Al+]CC(C)C)C(C)C.[F:11][C:12]1[CH:17]=[CH:16][C:15]([CH2:18][C:19](OC)=[O:20])=[CH:14][C:13]=1[C:23]1[CH:24]=[N:25][N:26]([CH3:28])[CH:27]=1, predict the reaction product. The product is: [F:11][C:12]1[CH:17]=[CH:16][C:15]([CH2:18][CH2:19][OH:20])=[CH:14][C:13]=1[C:23]1[CH:24]=[N:25][N:26]([CH3:28])[CH:27]=1. (4) Given the reactants [CH3:1][N:2]=[C:3]=[O:4].[NH2:5][CH2:6][CH2:7][O:8][C:9]1[CH:10]=[C:11]2[C:16](=[CH:17][CH:18]=1)[CH:15]=[C:14]([CH:19]([CH3:28])[CH2:20][NH:21][S:22]([CH:25]([CH3:27])[CH3:26])(=[O:24])=[O:23])[CH:13]=[CH:12]2, predict the reaction product. The product is: [CH3:1][NH:2][C:3]([NH:5][CH2:6][CH2:7][O:8][C:9]1[CH:18]=[CH:17][C:16]2[C:11](=[CH:12][CH:13]=[C:14]([CH:19]([CH3:28])[CH2:20][NH:21][S:22]([CH:25]([CH3:27])[CH3:26])(=[O:24])=[O:23])[CH:15]=2)[CH:10]=1)=[O:4].